This data is from Catalyst prediction with 721,799 reactions and 888 catalyst types from USPTO. The task is: Predict which catalyst facilitates the given reaction. (1) Reactant: [Cl:1][C:2]1[C:10]2[N:9]=[C:8]3[N:11]([C:15]4[CH:20]=[CH:19][C:18]([Cl:21])=[CH:17][C:16]=4[Cl:22])[CH2:12][CH2:13][CH2:14][N:7]3[C:6]=2[C:5]([CH:23]([CH2:26][CH3:27])[CH:24]=[O:25])=[CH:4][CH:3]=1.C[Si](C)(C)[C:30]([F:33])([F:32])[F:31].[F-].C([N+](CCCC)(CCCC)CCCC)CCC.Cl. Product: [Cl:1][C:2]1[C:10]2[N:9]=[C:8]3[N:11]([C:15]4[CH:20]=[CH:19][C:18]([Cl:21])=[CH:17][C:16]=4[Cl:22])[CH2:12][CH2:13][CH2:14][N:7]3[C:6]=2[C:5]([CH:23]([CH2:26][CH3:27])[CH:24]([OH:25])[C:30]([F:33])([F:32])[F:31])=[CH:4][CH:3]=1. The catalyst class is: 54. (2) Reactant: CC(OI1(OC(C)=O)(OC(C)=O)OC(=O)C2C=CC=CC1=2)=O.[Cl:23][C:24]1[S:25][C:26]([Cl:53])=[C:27]([CH:44]([C:46]2[CH:51]=[CH:50][CH:49]=[C:48]([Cl:52])[CH:47]=2)[OH:45])[C:28]=1[C:29]([NH:31][C@H:32]([C:34]1[CH:43]=[CH:42][C:37]([C:38]([O:40][CH3:41])=[O:39])=[CH:36][CH:35]=1)[CH3:33])=[O:30].C([O-])(O)=O.[Na+].[O-]S([O-])(=S)=O.[Na+].[Na+]. Product: [Cl:23][C:24]1[S:25][C:26]([Cl:53])=[C:27]([C:44](=[O:45])[C:46]2[CH:51]=[CH:50][CH:49]=[C:48]([Cl:52])[CH:47]=2)[C:28]=1[C:29]([NH:31][C@H:32]([C:34]1[CH:35]=[CH:36][C:37]([C:38]([O:40][CH3:41])=[O:39])=[CH:42][CH:43]=1)[CH3:33])=[O:30]. The catalyst class is: 2. (3) Reactant: [CH2:1]([N:8]1[C@H:14]([C:15]2[CH:20]=[CH:19][CH:18]=[CH:17][CH:16]=2)[CH:13]=[CH:12][CH2:11][CH:10]([N:21]2C(=O)C3C(=CC=CC=3)C2=O)[C:9]1=[O:32])[C:2]1[CH:7]=[CH:6][CH:5]=[CH:4][CH:3]=1.O.NN. Product: [NH2:21][C@@H:10]1[CH2:11][CH:12]=[CH:13][C@@H:14]([C:15]2[CH:20]=[CH:19][CH:18]=[CH:17][CH:16]=2)[N:8]([CH2:1][C:2]2[CH:7]=[CH:6][CH:5]=[CH:4][CH:3]=2)[C:9]1=[O:32].[NH2:21][C@H:10]1[CH2:11][CH:12]=[CH:13][C@@H:14]([C:15]2[CH:20]=[CH:19][CH:18]=[CH:17][CH:16]=2)[N:8]([CH2:1][C:2]2[CH:7]=[CH:6][CH:5]=[CH:4][CH:3]=2)[C:9]1=[O:32]. The catalyst class is: 275.